Dataset: Reaction yield outcomes from USPTO patents with 853,638 reactions. Task: Predict the reaction yield, written as a fraction of the theoretical maximum amount of product (1.0 means a 100% yield; for example, 0.34 means a 34% yield). (1) The reactants are Br[C:2]1[CH:3]=[C:4]([CH2:8][OH:9])[CH:5]=[N:6][CH:7]=1.[Cl:10][C:11]1[CH:12]=[C:13]2[C:17](=[CH:18][CH:19]=1)[C:16](=[O:20])[NH:15][C:14]2([CH3:22])[CH3:21].C([O-])([O-])=O.[Cs+].[Cs+].N[C@H]1CCCC[C@@H]1N. The catalyst is O1CCOCC1.[Cu]I.O. The product is [Cl:10][C:11]1[CH:12]=[C:13]2[C:17](=[CH:18][CH:19]=1)[C:16](=[O:20])[N:15]([C:2]1[CH:7]=[N:6][CH:5]=[C:4]([CH2:8][OH:9])[CH:3]=1)[C:14]2([CH3:22])[CH3:21]. The yield is 0.900. (2) The reactants are [Cl:1][C:2]1[C:3]([CH:9]=O)=[N:4][CH:5]=[C:6]([Cl:8])[N:7]=1.[NH2:11][CH2:12][C@@H:13]([C:15]1[CH:20]=[CH:19][CH:18]=[CH:17][CH:16]=1)[OH:14].C(O[BH-](OC(=O)C)OC(=O)C)(=O)C.[Na+]. The catalyst is ClCCCl.C(Cl)Cl. The product is [Cl:1][C:2]1[C:3]([CH2:9][NH:11][CH2:12][C@@H:13]([C:15]2[CH:20]=[CH:19][CH:18]=[CH:17][CH:16]=2)[OH:14])=[N:4][CH:5]=[C:6]([Cl:8])[N:7]=1. The yield is 0.570. (3) The reactants are [C:1]1([CH2:7][CH2:8][CH2:9][CH2:10][CH2:11][CH2:12][CH:13]([C:15]2[N:16]=[N:17][NH:18][N:19]=2)[OH:14])[CH:6]=[CH:5][CH:4]=[CH:3][CH:2]=1.[CH3:20][C:21]([Si:24](Cl)([CH3:26])[CH3:25])([CH3:23])[CH3:22].N1C=CN=C1. The catalyst is CN(C=O)C.CCOC(C)=O. The product is [Si:24]([O:14][CH:13]([C:15]1[N:16]=[N:17][NH:18][N:19]=1)[CH2:12][CH2:11][CH2:10][CH2:9][CH2:8][CH2:7][C:1]1[CH:6]=[CH:5][CH:4]=[CH:3][CH:2]=1)([C:21]([CH3:23])([CH3:22])[CH3:20])([CH3:26])[CH3:25]. The yield is 0.750.